Dataset: Reaction yield outcomes from USPTO patents with 853,638 reactions. Task: Predict the reaction yield, written as a fraction of the theoretical maximum amount of product (1.0 means a 100% yield; for example, 0.34 means a 34% yield). (1) The reactants are [F:1][C:2]1[CH:7]=[C:6]([C:8]2[N:28]=[C:11]3[CH:12]=[C:13]([NH:16][C:17]([C:19]4[N:23]([CH3:24])[N:22]=[CH:21][C:20]=4[C:25](O)=[O:26])=[O:18])[CH:14]=[CH:15][N:10]3[N:9]=2)[CH:5]=[CH:4][N:3]=1.[NH:29]1[CH2:34][CH2:33][O:32][CH2:31][CH2:30]1. No catalyst specified. The product is [F:1][C:2]1[CH:7]=[C:6]([C:8]2[N:28]=[C:11]3[CH:12]=[C:13]([NH:16][C:17]([C:19]4[N:23]([CH3:24])[N:22]=[CH:21][C:20]=4[C:25]([N:29]4[CH2:34][CH2:33][O:32][CH2:31][CH2:30]4)=[O:26])=[O:18])[CH:14]=[CH:15][N:10]3[N:9]=2)[CH:5]=[CH:4][N:3]=1. The yield is 0.466. (2) The reactants are C[O:2][C:3]([CH2:5][CH2:6][CH2:7]CC(Cl)=O)=[O:4].[CH2:12]([N:14](CC)CC)[CH3:13].[Cl:19][C:20]1[CH:21]=[C:22]([CH:27]([OH:36])[C:28]([C:30]2[CH:35]=[CH:34][CH:33]=[CH:32][CH:31]=2)=O)[CH:23]=[CH:24][C:25]=1[Cl:26].C([O-])(=O)C.[NH4+]. The catalyst is C(Cl)Cl.C(O)(=O)C. The product is [CH3:13][C:12]1[O:36][C:27]([C:22]2[CH:23]=[CH:24][C:25]([Cl:26])=[C:20]([Cl:19])[CH:21]=2)=[C:28]([C:30]2[CH:35]=[CH:34][CH:33]=[CH:32][CH:31]=2)[N:14]=1.[CH3:7][CH2:6][CH2:5][C:3]([OH:4])=[O:2]. The yield is 0.426.